From a dataset of Catalyst prediction with 721,799 reactions and 888 catalyst types from USPTO. Predict which catalyst facilitates the given reaction. Reactant: COC(=O)[C:4]1[CH:9]=[C:8]([NH2:10])[CH:7]=[CH:6][C:5]=1Cl.Cl.[N:14]([O-])=O.[Na+].[C:18]([O-:21])(=[O:20])[CH3:19].[Na+].C(OC(=O)NC(=O)[CH2:29][C:30]([NH:32][C:33]([O:35]CC)=O)=[O:31])C.S(=O)(=O)(O)O. Product: [CH3:6][C:5]1[CH:4]=[CH:9][C:8]([N:10]2[C:33](=[O:35])[NH:32][C:30](=[O:31])[CH:29]=[N:14]2)=[CH:7][C:19]=1[C:18]([OH:21])=[O:20]. The catalyst class is: 86.